From a dataset of CYP3A4 inhibition data for predicting drug metabolism from PubChem BioAssay. Regression/Classification. Given a drug SMILES string, predict its absorption, distribution, metabolism, or excretion properties. Task type varies by dataset: regression for continuous measurements (e.g., permeability, clearance, half-life) or binary classification for categorical outcomes (e.g., BBB penetration, CYP inhibition). Dataset: cyp3a4_veith. (1) The compound is Cc1nc2cc(NC(=O)CSc3nc4c(C)cccc4cc3C#N)ccc2s1. The result is 1 (inhibitor). (2) The molecule is Cc1cnc(CNc2ncnc3ccc(-c4ccoc4)cc23)cn1. The result is 1 (inhibitor). (3) The molecule is CCOC(=O)C1=C(c2ccccc2)NC(=S)NC1c1cc([N+](=O)[O-])ccc1OC. The result is 1 (inhibitor). (4) The molecule is NC(=O)CNC(=O)[C@@H]1CC2(CC(c3cccc([N+](=O)[O-])c3)=NO2)CN1C(=O)c1ccccc1. The result is 0 (non-inhibitor). (5) The drug is Cc1sc2ncnc(OCC(=O)NC(C)C)c2c1C. The result is 0 (non-inhibitor). (6) The result is 0 (non-inhibitor). The compound is C[N@@+]1(CC[N@@+]2(C)CCC[C@H]2c2cccnc2)CCC[C@@H]1c1cccnc1. (7) The result is 0 (non-inhibitor). The molecule is Cn1c(=O)c(-c2ccc(Cl)cc2)nc2cncnc21.